This data is from Catalyst prediction with 721,799 reactions and 888 catalyst types from USPTO. The task is: Predict which catalyst facilitates the given reaction. Reactant: Cl[C:2]1[N:6]2[CH:7]=[C:8]([F:11])[CH:9]=[CH:10][C:5]2=[N:4][N:3]=1.[CH3:12][N:13]1[CH2:19][CH2:18][CH2:17][NH:16][CH2:15][CH2:14]1. Product: [F:11][C:8]1[CH:9]=[CH:10][C:5]2[N:6]([C:2]([N:16]3[CH2:17][CH2:18][CH2:19][N:13]([CH3:12])[CH2:14][CH2:15]3)=[N:3][N:4]=2)[CH:7]=1. The catalyst class is: 44.